This data is from Full USPTO retrosynthesis dataset with 1.9M reactions from patents (1976-2016). The task is: Predict the reactants needed to synthesize the given product. The reactants are: [OH:1]OS([O-])=O.[K+].[CH3:7][N:8]([CH3:41])[C:9]([C:11]1[CH:12]=[C:13]([S:17][C:18]2[CH:27]=[C:26]3[C:21]([C:22]([NH:31][C:32]4[CH:37]=[CH:36][CH:35]=[C:34]([O:38][CH3:39])[CH:33]=4)=[C:23]([C:28]([NH2:30])=[O:29])[CH:24]=[N:25]3)=[CH:20][C:19]=2[I:40])[CH:14]=[CH:15][CH:16]=1)=[O:10]. Given the product [CH3:41][N:8]([CH3:7])[C:9]([C:11]1[CH:12]=[C:13]([S:17]([C:18]2[CH:27]=[C:26]3[C:21]([C:22]([NH:31][C:32]4[CH:37]=[CH:36][CH:35]=[C:34]([O:38][CH3:39])[CH:33]=4)=[C:23]([C:28]([NH2:30])=[O:29])[CH:24]=[N:25]3)=[CH:20][C:19]=2[I:40])=[O:1])[CH:14]=[CH:15][CH:16]=1)=[O:10], predict the reactants needed to synthesize it.